From a dataset of Catalyst prediction with 721,799 reactions and 888 catalyst types from USPTO. Predict which catalyst facilitates the given reaction. Reactant: [Cl:1][C:2]1[CH:7]=[C:6]([Cl:8])[CH:5]=[CH:4][N:3]=1.C([N-]C(C)C)(C)C.[Li+].[CH:17](N1CCCCC1)=[O:18].C(O)(=O)C. Product: [Cl:1][C:2]1[C:7]([CH:17]=[O:18])=[C:6]([Cl:8])[CH:5]=[CH:4][N:3]=1. The catalyst class is: 1.